Dataset: Peptide-MHC class I binding affinity with 185,985 pairs from IEDB/IMGT. Task: Regression. Given a peptide amino acid sequence and an MHC pseudo amino acid sequence, predict their binding affinity value. This is MHC class I binding data. (1) The peptide sequence is SEFDRDAAM. The MHC is HLA-B45:01 with pseudo-sequence HLA-B45:01. The binding affinity (normalized) is 0.0931. (2) The peptide sequence is CERYGFPAS. The MHC is HLA-B57:01 with pseudo-sequence HLA-B57:01. The binding affinity (normalized) is 0.0847. (3) The peptide sequence is IIGFFLVTY. The MHC is HLA-B35:01 with pseudo-sequence HLA-B35:01. The binding affinity (normalized) is 0.476. (4) The peptide sequence is TSKLNHHFP. The binding affinity (normalized) is 0.0847. The MHC is HLA-B15:01 with pseudo-sequence HLA-B15:01. (5) The peptide sequence is QSLVGTYVI. The MHC is H-2-Kb with pseudo-sequence H-2-Kb. The binding affinity (normalized) is 0.109. (6) The peptide sequence is FLVLIMLII. The MHC is HLA-A02:03 with pseudo-sequence HLA-A02:03. The binding affinity (normalized) is 0.151. (7) The peptide sequence is WASRELERF. The MHC is HLA-B15:01 with pseudo-sequence HLA-B15:01. The binding affinity (normalized) is 0.121. (8) The peptide sequence is ELFDKDTFFK. The MHC is HLA-A31:01 with pseudo-sequence HLA-A31:01. The binding affinity (normalized) is 0.241.